Task: Regression/Classification. Given a drug SMILES string, predict its toxicity properties. Task type varies by dataset: regression for continuous values (e.g., LD50, hERG inhibition percentage) or binary classification for toxic/non-toxic outcomes (e.g., AMES mutagenicity, cardiotoxicity, hepatotoxicity). Dataset: ames.. Dataset: Ames mutagenicity test results for genotoxicity prediction The compound is CCOC(=O)c1ccccc1C(=O)OCC. The result is 0 (non-mutagenic).